From a dataset of Forward reaction prediction with 1.9M reactions from USPTO patents (1976-2016). Predict the product of the given reaction. (1) Given the reactants C(/C(/[CH:11]=[CH:12]/[C:13](/[C:21]#[N:22])=[C:14](\O)/[C:15]([O:17][CH2:18][CH3:19])=[O:16])=C(/O)\C(OCC)=O)#N.[CH2:23]([NH2:30])[C:24]1[CH:29]=[CH:28][CH:27]=[CH:26][CH:25]=1, predict the reaction product. The product is: [CH2:23]([N:30]1[CH:11]=[CH:12][C:13]([C:21]#[N:22])=[C:14]1[C:15]([O:17][CH2:18][CH3:19])=[O:16])[C:24]1[CH:29]=[CH:28][CH:27]=[CH:26][CH:25]=1. (2) Given the reactants Cl[C:2]([C:4]1[CH:13]=[CH:12][C:7]([C:8]([O:10][CH3:11])=[O:9])=[CH:6][CH:5]=1)=[O:3].[NH2:14][C:15]1[CH:20]=[C:19]([C:21]2[S:22][CH:23]=[CH:24][CH:25]=2)[CH:18]=[CH:17][C:16]=1[NH:26][C:27](=[O:33])[O:28][C:29]([CH3:32])([CH3:31])[CH3:30], predict the reaction product. The product is: [CH3:11][O:10][C:8](=[O:9])[C:7]1[CH:12]=[CH:13][C:4]([C:2]([NH:14][C:15]2[CH:20]=[C:19]([C:21]3[S:22][CH:23]=[CH:24][CH:25]=3)[CH:18]=[CH:17][C:16]=2[NH:26][C:27]([O:28][C:29]([CH3:32])([CH3:31])[CH3:30])=[O:33])=[O:3])=[CH:5][CH:6]=1. (3) The product is: [NH:13]1[C:14]2[CH:19]=[CH:18][CH:17]=[CH:16][C:15]=2[N:11]=[C:12]1[C@H:8]([NH:9][C:10]([NH:35][CH2:34][C:29]1[CH:30]=[CH:31][CH:32]=[CH:33][C:28]=1[O:27][CH2:26][C:25]([F:24])([F:36])[F:37])=[O:20])[CH2:7][C:6]1[CH:5]=[CH:4][C:3]([O:2][CH3:1])=[CH:22][CH:21]=1. Given the reactants [CH3:1][O:2][C:3]1[CH:22]=[CH:21][C:6]([CH2:7][C@@H:8]2[C:12]3=[N:13][C:14]4[CH:19]=[CH:18][CH:17]=[CH:16][C:15]=4[N:11]3[C:10](=[O:20])[NH:9]2)=[CH:5][CH:4]=1.Cl.[F:24][C:25]([F:37])([F:36])[CH2:26][O:27][C:28]1[CH:33]=[CH:32][CH:31]=[CH:30][C:29]=1[CH2:34][NH2:35], predict the reaction product. (4) Given the reactants [CH3:1][O:2][C:3]1[CH:4]=[C:5]([N:12]2[CH2:17][CH2:16][CH:15]([NH2:18])[C:14]([CH3:20])([CH3:19])[CH2:13]2)[CH:6]=[CH:7][C:8]=1[N+:9]([O-])=O, predict the reaction product. The product is: [NH2:9][C:8]1[CH:7]=[CH:6][C:5]([N:12]2[CH2:17][CH2:16][CH:15]([NH2:18])[C:14]([CH3:19])([CH3:20])[CH2:13]2)=[CH:4][C:3]=1[O:2][CH3:1]. (5) Given the reactants C(OC([N:8]1[CH2:13][CH2:12][N:11]([C:14]2[CH:19]=[CH:18][CH:17]=[CH:16][C:15]=2[C:20](=[O:28])[NH:21][C:22]2[CH:27]=[CH:26][CH:25]=[CH:24][CH:23]=2)[CH2:10][CH2:9]1)=O)(C)(C)C.[C:29]([OH:35])([C:31]([F:34])([F:33])[F:32])=[O:30], predict the reaction product. The product is: [F:32][C:31]([F:34])([F:33])[C:29]([OH:35])=[O:30].[C:22]1([NH:21][C:20]([C:15]2[CH:16]=[CH:17][CH:18]=[CH:19][C:14]=2[N:11]2[CH2:12][CH2:13][NH:8][CH2:9][CH2:10]2)=[O:28])[CH:23]=[CH:24][CH:25]=[CH:26][CH:27]=1.